From a dataset of Merck oncology drug combination screen with 23,052 pairs across 39 cell lines. Regression. Given two drug SMILES strings and cell line genomic features, predict the synergy score measuring deviation from expected non-interaction effect. (1) Drug 1: CN1C(=O)C=CC2(C)C3CCC4(C)C(NC(=O)OCC(F)(F)F)CCC4C3CCC12. Drug 2: Cn1c(=O)n(-c2ccc(C(C)(C)C#N)cc2)c2c3cc(-c4cnc5ccccc5c4)ccc3ncc21. Cell line: HT29. Synergy scores: synergy=25.1. (2) Drug 1: C=CCn1c(=O)c2cnc(Nc3ccc(N4CCN(C)CC4)cc3)nc2n1-c1cccc(C(C)(C)O)n1. Drug 2: CCC1(O)C(=O)OCc2c1cc1n(c2=O)Cc2cc3c(CN(C)C)c(O)ccc3nc2-1. Cell line: SW620. Synergy scores: synergy=17.1. (3) Drug 1: CN(Cc1cnc2nc(N)nc(N)c2n1)c1ccc(C(=O)NC(CCC(=O)O)C(=O)O)cc1. Drug 2: Cn1nnc2c(C(N)=O)ncn2c1=O. Cell line: UWB1289. Synergy scores: synergy=-11.1. (4) Drug 1: O=C(NOCC(O)CO)c1ccc(F)c(F)c1Nc1ccc(I)cc1F. Drug 2: Cc1nc(Nc2ncc(C(=O)Nc3c(C)cccc3Cl)s2)cc(N2CCN(CCO)CC2)n1. Cell line: HCT116. Synergy scores: synergy=42.5. (5) Drug 1: CCN(CC)CCNC(=O)c1c(C)[nH]c(C=C2C(=O)Nc3ccc(F)cc32)c1C. Drug 2: Cn1nnc2c(C(N)=O)ncn2c1=O. Cell line: HCT116. Synergy scores: synergy=18.2.